From a dataset of Reaction yield outcomes from USPTO patents with 853,638 reactions. Predict the reaction yield, written as a fraction of the theoretical maximum amount of product (1.0 means a 100% yield; for example, 0.34 means a 34% yield). (1) The reactants are [OH:1][C:2]1[CH:3]=[N:4][CH:5]=[CH:6][CH:7]=1.[H-].[Na+].[Cl:10][CH2:11][CH2:12][CH2:13]I.O. The catalyst is CN(C)C=O.[Na+].[Cl-]. The product is [Cl:10][CH2:11][CH2:12][CH2:13][O:1][C:2]1[CH:3]=[N:4][CH:5]=[CH:6][CH:7]=1. The yield is 0.873. (2) The reactants are [CH3:1][C:2]1([C:5]#[C:6][C:7]2[CH:13]=[C:12]([N+:14]([O-:16])=[O:15])[CH:11]=[CH:10][C:8]=2[NH2:9])[CH2:4][CH2:3]1.N1C=CC=CC=1.[C:23](Cl)(=[O:27])[CH2:24][CH2:25][CH3:26]. The catalyst is C(Cl)Cl. The product is [CH3:1][C:2]1([C:5]#[C:6][C:7]2[CH:13]=[C:12]([N+:14]([O-:16])=[O:15])[CH:11]=[CH:10][C:8]=2[NH:9][C:23](=[O:27])[CH2:24][CH2:25][CH3:26])[CH2:4][CH2:3]1. The yield is 0.820. (3) The catalyst is CS(C)=O. The yield is 1.00. The reactants are [CH2:1]([N:8]1[C:18]2[C:13](=[CH:14][C:15]([CH3:19])=[CH:16][CH:17]=2)[C:11](=O)[C:9]1=[O:10])[C:2]1[CH:7]=[CH:6][CH:5]=[CH:4][CH:3]=1.O.NN. The product is [CH2:1]([N:8]1[C:18]2[C:13](=[CH:14][C:15]([CH3:19])=[CH:16][CH:17]=2)[CH2:11][C:9]1=[O:10])[C:2]1[CH:7]=[CH:6][CH:5]=[CH:4][CH:3]=1.